Dataset: Forward reaction prediction with 1.9M reactions from USPTO patents (1976-2016). Task: Predict the product of the given reaction. (1) Given the reactants [C:1]([O:5][C:6]([N:8]1[CH2:12][CH2:11][C:10](=O)[CH2:9]1)=[O:7])([CH3:4])([CH3:3])[CH3:2].[CH:14]1([C:17]2[CH:18]=[C:19]([C:36]([OH:38])=[O:37])[C:20](=[O:35])[N:21]3[C:26]=2[C:25]([CH3:27])=[C:24]([N:28]2[CH2:33][CH2:32][NH:31][CH2:30][CH2:29]2)[C:23]([F:34])=[CH:22]3)[CH2:16][CH2:15]1.NCC1CCN(C2C(F)=CN3C(C=2C)=C(C2CC2)C=C(C(O)=O)C3=O)C1, predict the reaction product. The product is: [C:1]([O:5][C:6]([N:8]1[CH2:12][CH2:11][CH:10]([N:31]2[CH2:32][CH2:33][N:28]([C:24]3[C:23]([F:34])=[CH:22][N:21]4[C:26]([C:25]=3[CH3:27])=[C:17]([CH:14]3[CH2:16][CH2:15]3)[CH:18]=[C:19]([C:36]([OH:38])=[O:37])[C:20]4=[O:35])[CH2:29][CH2:30]2)[CH2:9]1)=[O:7])([CH3:4])([CH3:3])[CH3:2]. (2) Given the reactants [NH2:1][C:2]1[CH:3]=[C:4]2[C:8](=[CH:9][CH:10]=1)[CH2:7][C:6]1([C:14](=[O:15])[NH:13][C:12](=[O:16])[NH:11]1)[CH2:5]2.[C:17]1([S:27](Cl)(=[O:29])=[O:28])[C:26]2[C:21](=[CH:22][CH:23]=[CH:24][CH:25]=2)[CH:20]=[CH:19][CH:18]=1.C(N(CC)CC)C, predict the reaction product. The product is: [C:17]1([S:27]([NH:1][C:2]2[CH:3]=[C:4]3[C:8](=[CH:9][CH:10]=2)[CH2:7][C:6]2([C:14](=[O:15])[NH:13][C:12](=[O:16])[NH:11]2)[CH2:5]3)(=[O:29])=[O:28])[C:26]2[C:21](=[CH:22][CH:23]=[CH:24][CH:25]=2)[CH:20]=[CH:19][CH:18]=1.